Predict the product of the given reaction. From a dataset of Forward reaction prediction with 1.9M reactions from USPTO patents (1976-2016). (1) The product is: [NH2:1][C:2]1[N:6]([C:7]([CH3:8])([CH3:9])[CH3:10])[N:5]=[C:4]([CH3:11])[C:3]=1[C:12]([NH2:13])=[O:14]. Given the reactants [NH2:1][C:2]1[N:6]([C:7]([CH3:10])([CH3:9])[CH3:8])[N:5]=[C:4]([CH3:11])[C:3]=1[C:12]#[N:13].[OH-:14].[Na+].OO, predict the reaction product. (2) Given the reactants [C@H:1]12[CH2:8][CH2:7][CH2:6][C@H:5]1[CH2:4][NH:3][C@@H:2]2[CH2:9][NH:10][C:11]([C:13]1[C:17]2[CH:18]=[CH:19][CH:20]=[CH:21][C:16]=2[S:15][N:14]=1)=[O:12].[CH3:22][C:23]1[S:24][C:25]([C:31]2[CH:32]=[C:33]([CH3:37])[CH:34]=[CH:35][CH:36]=2)=[C:26]([C:28](O)=[O:29])[N:27]=1, predict the reaction product. The product is: [CH3:22][C:23]1[S:24][C:25]([C:31]2[CH:32]=[C:33]([CH3:37])[CH:34]=[CH:35][CH:36]=2)=[C:26]([C:28]([N:3]2[CH2:4][C@H:5]3[C@H:1]([CH2:8][CH2:7][CH2:6]3)[C@H:2]2[CH2:9][NH:10][C:11]([C:13]2[C:17]3[CH:18]=[CH:19][CH:20]=[CH:21][C:16]=3[S:15][N:14]=2)=[O:12])=[O:29])[N:27]=1. (3) The product is: [CH:18]([NH:17][C:15]([CH:13]1[CH2:12][CH2:11][C:10]2[C:3]3[C:2]([NH:31][C:23]4[CH:24]=[C:25]5[C:29](=[CH:30][C:22]=4[CH3:21])[NH:28][N:27]=[CH:26]5)=[N:7][CH:6]=[N:5][C:4]=3[S:8][C:9]=2[CH2:14]1)=[O:16])([CH3:20])[CH3:19]. Given the reactants Cl[C:2]1[C:3]2[C:10]3[CH2:11][CH2:12][CH:13]([C:15]([NH:17][CH:18]([CH3:20])[CH3:19])=[O:16])[CH2:14][C:9]=3[S:8][C:4]=2[N:5]=[CH:6][N:7]=1.[CH3:21][C:22]1[CH:30]=[C:29]2[C:25]([CH:26]=[N:27][NH:28]2)=[CH:24][C:23]=1[NH2:31].Cl.O1CCOCC1, predict the reaction product.